This data is from Peptide-MHC class II binding affinity with 134,281 pairs from IEDB. The task is: Regression. Given a peptide amino acid sequence and an MHC pseudo amino acid sequence, predict their binding affinity value. This is MHC class II binding data. (1) The peptide sequence is TELQIVDKIDAAFKI. The MHC is DRB1_1302 with pseudo-sequence DRB1_1302. The binding affinity (normalized) is 0.594. (2) The peptide sequence is GMVIFFMSPKGISRM. The MHC is DRB1_0301 with pseudo-sequence DRB1_0301. The binding affinity (normalized) is 0.820. (3) The peptide sequence is AFKVAATAANAAPCN. The MHC is DRB1_1001 with pseudo-sequence DRB1_1001. The binding affinity (normalized) is 0.944. (4) The peptide sequence is VEFVTNMGIIIPDFA. The MHC is HLA-DPA10301-DPB10402 with pseudo-sequence HLA-DPA10301-DPB10402. The binding affinity (normalized) is 0.785. (5) The peptide sequence is EKKYFAATQFEPLAR. The MHC is HLA-DQA10101-DQB10501 with pseudo-sequence HLA-DQA10101-DQB10501. The binding affinity (normalized) is 0.433. (6) The peptide sequence is VNKYLKVVFIPNYNV. The MHC is DRB1_1101 with pseudo-sequence DRB1_1101. The binding affinity (normalized) is 0.287.